The task is: Regression. Given two drug SMILES strings and cell line genomic features, predict the synergy score measuring deviation from expected non-interaction effect.. This data is from NCI-60 drug combinations with 297,098 pairs across 59 cell lines. (1) Drug 1: C1=CC(=C2C(=C1NCCNCCO)C(=O)C3=C(C=CC(=C3C2=O)O)O)NCCNCCO. Drug 2: CN(C(=O)NC(C=O)C(C(C(CO)O)O)O)N=O. Cell line: KM12. Synergy scores: CSS=14.6, Synergy_ZIP=-5.27, Synergy_Bliss=-6.46, Synergy_Loewe=-39.0, Synergy_HSA=-6.70. (2) Drug 1: CC1=CC2C(CCC3(C2CCC3(C(=O)C)OC(=O)C)C)C4(C1=CC(=O)CC4)C. Drug 2: CC1=C(C(=CC=C1)Cl)NC(=O)C2=CN=C(S2)NC3=CC(=NC(=N3)C)N4CCN(CC4)CCO. Cell line: OVCAR3. Synergy scores: CSS=11.6, Synergy_ZIP=2.57, Synergy_Bliss=2.88, Synergy_Loewe=-23.7, Synergy_HSA=-4.14.